This data is from Forward reaction prediction with 1.9M reactions from USPTO patents (1976-2016). The task is: Predict the product of the given reaction. (1) Given the reactants C1COCC1.[CH3:6][C@@H:7]1[N:11]2[C:12]3[C:21]4[C:16](=[CH:17][CH:18]=[CH:19][CH:20]=4)[N:15]=[CH:14][C:13]=3[N:22]=[C:10]2[NH:9][CH2:8]1.[OH-].[Na+].[C:25](O[C:25]([O:27][C:28]([CH3:31])([CH3:30])[CH3:29])=[O:26])([O:27][C:28]([CH3:31])([CH3:30])[CH3:29])=[O:26], predict the reaction product. The product is: [CH3:6][C@@H:7]1[N:11]2[C:12]3[C:21]4[C:16](=[CH:17][CH:18]=[CH:19][CH:20]=4)[N:15]=[CH:14][C:13]=3[N:22]=[C:10]2[N:9]([C:25]([O:27][C:28]([CH3:31])([CH3:30])[CH3:29])=[O:26])[CH2:8]1. (2) The product is: [CH2:1]([O:3][C:4]([C:6]1([NH:12][S:13]([C:16]2[CH:17]=[CH:18][C:19]([O:22][CH2:23][C:24]3[C:33]4[C:28](=[CH:29][CH:30]=[CH:31][CH:32]=4)[N:27]=[C:26]([CH3:34])[CH:25]=3)=[CH:20][CH:21]=2)(=[O:15])=[O:14])[CH2:7][CH2:8][N:9]([C:35](=[O:37])[CH3:36])[CH2:10][CH2:11]1)=[O:5])[CH3:2]. Given the reactants [CH2:1]([O:3][C:4]([C:6]1([NH:12][S:13]([C:16]2[CH:21]=[CH:20][C:19]([O:22][CH2:23][C:24]3[C:33]4[C:28](=[CH:29][CH:30]=[CH:31][CH:32]=4)[N:27]=[C:26]([CH3:34])[CH:25]=3)=[CH:18][CH:17]=2)(=[O:15])=[O:14])[CH2:11][CH2:10][NH:9][CH2:8][CH2:7]1)=[O:5])[CH3:2].[C:35](Cl)(=[O:37])[CH3:36], predict the reaction product. (3) Given the reactants C([O:3][C:4](=[O:17])[CH2:5][C:6]1[CH:7]=[C:8]2[C:13](=[CH:14][CH:15]=1)[N:12]=[C:11]([CH3:16])[CH:10]=[CH:9]2)C.[OH-].[Li+], predict the reaction product. The product is: [CH3:16][C:11]1[CH:10]=[CH:9][C:8]2[C:13](=[CH:14][CH:15]=[C:6]([CH2:5][C:4]([OH:17])=[O:3])[CH:7]=2)[N:12]=1. (4) Given the reactants [Cl:1][C:2]1[CH:3]=[C:4]([S:8]([N:11]2[C:15]([C:16]3[CH:21]=[CH:20][CH:19]=[CH:18][CH:17]=3)=[CH:14][C:13]([C:22](OCC)=[O:23])=[C:12]2[CH3:27])(=[O:10])=[O:9])[CH:5]=[CH:6][CH:7]=1.[H-].C([Al+]CC(C)C)C(C)C, predict the reaction product. The product is: [Cl:1][C:2]1[CH:3]=[C:4]([S:8]([N:11]2[C:15]([C:16]3[CH:21]=[CH:20][CH:19]=[CH:18][CH:17]=3)=[CH:14][C:13]([CH2:22][OH:23])=[C:12]2[CH3:27])(=[O:9])=[O:10])[CH:5]=[CH:6][CH:7]=1. (5) Given the reactants [CH:1]12[O:6][CH:5]1[CH2:4][O:3][CH2:2]2.[NH4+].[Cl-].CCOC(C)=O.[CH2:15]([NH2:22])[C:16]1[CH:21]=[CH:20][CH:19]=[CH:18][CH:17]=1, predict the reaction product. The product is: [CH2:15]([NH:22][C@@H:5]1[CH2:4][O:3][CH2:2][C@H:1]1[OH:6])[C:16]1[CH:21]=[CH:20][CH:19]=[CH:18][CH:17]=1.